Dataset: Full USPTO retrosynthesis dataset with 1.9M reactions from patents (1976-2016). Task: Predict the reactants needed to synthesize the given product. (1) Given the product [C:13]([O:17][C:18](=[O:19])[NH:20][CH2:21][C:22]1[CH:23]=[CH:24][C:25]([N:4]2[C:5]3[C:10](=[CH:9][CH:8]=[CH:7][CH:6]=3)[C:2]([Cl:1])=[C:3]2[C:11]#[N:12])=[CH:26][CH:27]=1)([CH3:16])([CH3:14])[CH3:15], predict the reactants needed to synthesize it. The reactants are: [Cl:1][C:2]1[C:10]2[C:5](=[CH:6][CH:7]=[CH:8][CH:9]=2)[NH:4][C:3]=1[C:11]#[N:12].[C:13]([O:17][C:18]([NH:20][CH2:21][C:22]1[CH:27]=[CH:26][C:25](B(O)O)=[CH:24][CH:23]=1)=[O:19])([CH3:16])([CH3:15])[CH3:14].CS(C)=O.C(N(CC)C(C)C)(C)C. (2) Given the product [Si:1]([O:8][C:9]1[C:17]2[N:16]=[C:15]([CH:18]([F:19])[F:20])[N:14]([C:21]3[N:22]=[C:23]([N:29]4[CH2:33][CH2:32][CH2:31][CH:30]4[CH2:34][OH:35])[CH:24]=[C:25]([Cl:27])[N:26]=3)[C:13]=2[CH:12]=[CH:11][CH:10]=1)([C:4]([CH3:5])([CH3:6])[CH3:7])([CH3:3])[CH3:2], predict the reactants needed to synthesize it. The reactants are: [Si:1]([O:8][C:9]1[C:17]2[N:16]=[C:15]([CH:18]([F:20])[F:19])[N:14]([C:21]3[N:26]=[C:25]([Cl:27])[CH:24]=[C:23](Cl)[N:22]=3)[C:13]=2[CH:12]=[CH:11][CH:10]=1)([C:4]([CH3:7])([CH3:6])[CH3:5])([CH3:3])[CH3:2].[NH:29]1[CH2:33][CH2:32][CH2:31][CH:30]1[CH2:34][OH:35].C(=O)([O-])[O-].[K+].[K+].O. (3) Given the product [C:1]([O:5][C:6]([N:8]1[CH2:13][CH2:12][N:11]([C:14]2[CH:19]=[CH:18][CH:17]=[C:16]([C:29]3[CH:28]=[CH:27][C:26]4[CH2:25][CH2:24][CH2:23][C:22]([CH3:41])([CH3:21])[C:31]=4[CH:30]=3)[N:15]=2)[CH2:10][CH2:9]1)=[O:7])([CH3:4])([CH3:3])[CH3:2], predict the reactants needed to synthesize it. The reactants are: [C:1]([O:5][C:6]([N:8]1[CH2:13][CH2:12][N:11]([C:14]2[CH:19]=[CH:18][CH:17]=[C:16](Br)[N:15]=2)[CH2:10][CH2:9]1)=[O:7])([CH3:4])([CH3:3])[CH3:2].[CH3:21][C:22]1([CH3:41])[C:31]2[CH:30]=[C:29](B3OC(C)(C)C(C)(C)O3)[CH:28]=[CH:27][C:26]=2[CH2:25][CH2:24][CH2:23]1. (4) Given the product [C:24]([N:23]([CH3:22])[C:18]([C:9]1[CH:8]=[N:7][C:6]([N:4]2[CH2:5][C:2]([F:21])([F:1])[CH2:3]2)=[C:11]([O:12][CH2:13][C:14]([F:17])([F:16])[F:15])[N:10]=1)=[O:19])([CH3:27])([CH3:26])[CH3:25], predict the reactants needed to synthesize it. The reactants are: [F:1][C:2]1([F:21])[CH2:5][N:4]([C:6]2[N:7]=[CH:8][C:9]([C:18](O)=[O:19])=[N:10][C:11]=2[O:12][CH2:13][C:14]([F:17])([F:16])[F:15])[CH2:3]1.[CH3:22][NH:23][C:24]([CH3:27])([CH3:26])[CH3:25]. (5) The reactants are: [CH3:1][O:2][C:3]1[CH:8]=[CH:7][CH:6]=[CH:5][C:4]=1[C:9]1[NH:10][CH:11]=[C:12]([CH:14]2[CH2:19][C:18]([CH3:21])([CH3:20])[O:17][C:16]([CH3:23])([CH3:22])[CH2:15]2)[N:13]=1.[H-].[Na+].[C:26]([C:28]1[CH:35]=[CH:34][C:31]([CH2:32]Br)=[CH:30][CH:29]=1)#[N:27]. Given the product [CH3:1][O:2][C:3]1[CH:8]=[CH:7][CH:6]=[CH:5][C:4]=1[C:9]1[N:10]([CH2:32][C:31]2[CH:34]=[CH:35][C:28]([C:26]#[N:27])=[CH:29][CH:30]=2)[CH:11]=[C:12]([CH:14]2[CH2:19][C:18]([CH3:21])([CH3:20])[O:17][C:16]([CH3:23])([CH3:22])[CH2:15]2)[N:13]=1, predict the reactants needed to synthesize it. (6) Given the product [Cl:26][C:22]1[CH:21]=[C:20]([C@@H:17]([CH:18]=[CH2:19])[C@H:16]([NH:12][C:13](=[O:15])[CH3:14])[C:27]2[CH:32]=[CH:31][C:30]([Cl:33])=[CH:29][CH:28]=2)[CH:25]=[CH:24][CH:23]=1, predict the reactants needed to synthesize it. The reactants are: C(OC1C=CC=CC=1C[N:12]([C@H:16]([C:27]1[CH:32]=[CH:31][C:30]([Cl:33])=[CH:29][CH:28]=1)[C@@H:17]([C:20]1[CH:25]=[CH:24][CH:23]=[C:22]([Cl:26])[CH:21]=1)[CH:18]=[CH2:19])[C:13](=[O:15])[CH3:14])(=O)C.O.C1(C)C(S(O)(=O)=O)=CC=CC=1.C(OCC)(=O)C. (7) Given the product [Cl:23][C:24]1[CH:25]=[C:26]([C:2]2[CH:3]=[C:4]([C:9]3[N:13]4[CH:14]=[CH:15][C:16]([C:19]([OH:22])([CH3:20])[CH3:21])=[C:17]([F:18])[C:12]4=[N:11][CH:10]=3)[CH:5]=[CH:6][C:7]=2[F:8])[CH:27]=[CH:28][C:29]=1[F:30], predict the reactants needed to synthesize it. The reactants are: Cl[C:2]1[CH:3]=[C:4]([C:9]2[N:13]3[CH:14]=[CH:15][C:16]([C:19]([OH:22])([CH3:21])[CH3:20])=[C:17]([F:18])[C:12]3=[N:11][CH:10]=2)[CH:5]=[CH:6][C:7]=1[F:8].[Cl:23][C:24]1[CH:25]=[C:26](B(O)O)[CH:27]=[CH:28][C:29]=1[F:30].